This data is from Peptide-MHC class I binding affinity with 185,985 pairs from IEDB/IMGT. The task is: Regression. Given a peptide amino acid sequence and an MHC pseudo amino acid sequence, predict their binding affinity value. This is MHC class I binding data. (1) The binding affinity (normalized) is 0.0847. The peptide sequence is PRFGSCYFL. The MHC is HLA-A26:02 with pseudo-sequence HLA-A26:02. (2) The peptide sequence is YALPSAGAF. The MHC is HLA-A24:03 with pseudo-sequence HLA-A24:03. The binding affinity (normalized) is 0.476. (3) The peptide sequence is LPFHNVHPL. The MHC is HLA-C07:02 with pseudo-sequence HLA-C07:02. The binding affinity (normalized) is 0.277.